Dataset: Catalyst prediction with 721,799 reactions and 888 catalyst types from USPTO. Task: Predict which catalyst facilitates the given reaction. (1) Reactant: [CH3:1][C:2]1[O:3][C:4]([C:25]2[CH:30]=[CH:29][CH:28]=[CH:27][CH:26]=2)=[CH:5][C:6]=1[CH:7]([CH:19]1[CH2:24][CH2:23][O:22][CH2:21][CH2:20]1)[O:8][C:9]1[CH:18]=[CH:17][C:12]([C:13]([O:15]C)=[O:14])=[CH:11][CH:10]=1.[OH-].[Li+].O.Cl. Product: [CH3:1][C:2]1[O:3][C:4]([C:25]2[CH:30]=[CH:29][CH:28]=[CH:27][CH:26]=2)=[CH:5][C:6]=1[CH:7]([CH:19]1[CH2:20][CH2:21][O:22][CH2:23][CH2:24]1)[O:8][C:9]1[CH:10]=[CH:11][C:12]([C:13]([OH:15])=[O:14])=[CH:17][CH:18]=1. The catalyst class is: 111. (2) Reactant: Br[C:2]1[N:7]=[C:6]([NH:8][C:9]([C:11]2[CH:33]=[CH:32][C:14]([O:15][C:16]3[CH:25]=[C:24]4[C:19]([CH:20]([C:26]([O:28][CH2:29][CH3:30])=[O:27])[CH2:21][CH2:22][O:23]4)=[CH:18][C:17]=3[Cl:31])=[CH:13][CH:12]=2)=[O:10])[CH:5]=[CH:4][CH:3]=1.[Cl:34][C:35]1[CH:36]=[C:37](B(O)O)[CH:38]=[CH:39][C:40]=1[Cl:41].C(=O)([O-])[O-].[Na+].[Na+]. Product: [Cl:31][C:17]1[CH:18]=[C:19]2[C:24](=[CH:25][C:16]=1[O:15][C:14]1[CH:32]=[CH:33][C:11]([C:9](=[O:10])[NH:8][C:6]3[CH:5]=[CH:4][CH:3]=[C:2]([C:38]4[CH:37]=[CH:36][C:35]([Cl:34])=[C:40]([Cl:41])[CH:39]=4)[N:7]=3)=[CH:12][CH:13]=1)[O:23][CH2:22][CH2:21][CH:20]2[C:26]([O:28][CH2:29][CH3:30])=[O:27]. The catalyst class is: 398. (3) Reactant: C(OC(=O)C(=C[NH:12][C:13]1[CH:18]=[CH:17][CH:16]=[C:15]([CH3:19])[N:14]=1)C(OCC)=O)C.Cl.NO.[OH-].[Na+].[CH2:26](Cl)Cl. Product: [CH2:19]([C:15]1[N:14]=[C:13]([NH2:12])[CH:18]=[CH:17][CH:16]=1)[CH3:26]. The catalyst class is: 88. (4) Reactant: [CH2:1]([NH:3][C:4]([NH:6][C:7]1[CH:12]=[CH:11][C:10]([C:13]2[N:14]=[C:15]([N:26]3[CH2:31][CH2:30][O:29][CH2:28][C@@H:27]3[CH3:32])[C:16]3[CH2:22][CH2:21][N:20]([CH2:23][CH3:24])[C@@H:19]([CH3:25])[C:17]=3[N:18]=2)=[CH:9][CH:8]=1)=[O:5])[CH3:2].C(NC(NC1C=CC(C2N=C(N3CCOC[C@@H]3C)C3CCNC(C)C=3N=2)=CC=1)=O)C.CN(C)C=O.C(=O)C.C(O[BH-](OC(=O)C)OC(=O)C)(=O)C.[Na+].C(O)(=O)C. Product: [CH2:1]([NH:3][C:4]([NH:6][C:7]1[CH:8]=[CH:9][C:10]([C:13]2[N:14]=[C:15]([N:26]3[CH2:31][CH2:30][O:29][CH2:28][C@@H:27]3[CH3:32])[C:16]3[CH2:22][CH2:21][N:20]([CH2:23][CH3:24])[C@H:19]([CH3:25])[C:17]=3[N:18]=2)=[CH:11][CH:12]=1)=[O:5])[CH3:2]. The catalyst class is: 74.